From a dataset of Catalyst prediction with 721,799 reactions and 888 catalyst types from USPTO. Predict which catalyst facilitates the given reaction. (1) Product: [N+:1]([C:4]1[CH:12]=[CH:11][C:7]([C:8]([N:13]2[CH2:17][CH2:16][CH2:15][CH2:14]2)=[O:9])=[CH:6][CH:5]=1)([O-:3])=[O:2]. The catalyst class is: 2. Reactant: [N+:1]([C:4]1[CH:12]=[CH:11][C:7]([C:8](Cl)=[O:9])=[CH:6][CH:5]=1)([O-:3])=[O:2].[NH:13]1[CH2:17][CH2:16][CH2:15][CH2:14]1.Cl. (2) Reactant: Br[C:2]1[C:14](=O)[N:13]([CH:16]2[CH2:20][CH2:19][CH2:18][CH2:17]2)[C:5]2[N:6]=[C:7]([NH:11][CH3:12])[N:8]=[C:9]([CH3:10])[C:4]=2[CH:3]=1.[OH:21][CH2:22][C:23]1[CH:24]=[C:25](B(O)O)[CH:26]=[CH:27][CH:28]=1.CO.C([O-])(O)=O.[Na+]. Product: [CH:16]1([N:13]2[C:5]3[N:6]=[C:7]([NH:11][CH3:12])[N:8]=[C:9]([CH3:10])[C:4]=3[CH:3]=[C:2]([C:27]3[CH:26]=[CH:25][CH:24]=[C:23]([CH2:22][OH:21])[CH:28]=3)[CH2:14]2)[CH2:20][CH2:19][CH2:18][CH2:17]1. The catalyst class is: 109.